The task is: Predict the reactants needed to synthesize the given product.. This data is from Full USPTO retrosynthesis dataset with 1.9M reactions from patents (1976-2016). (1) Given the product [C:1]1([C:7]([C:17]2[CH:22]=[CH:21][CH:20]=[CH:19][CH:18]=2)([C:11]2[CH:16]=[CH:15][CH:14]=[CH:13][CH:12]=2)[C:8]([NH:46][NH2:47])=[O:9])[CH:6]=[CH:5][CH:4]=[CH:3][CH:2]=1, predict the reactants needed to synthesize it. The reactants are: [C:1]1([C:7]([C:17]2[CH:22]=[CH:21][CH:20]=[CH:19][CH:18]=2)([C:11]2[CH:16]=[CH:15][CH:14]=[CH:13][CH:12]=2)[C:8](O)=[O:9])[CH:6]=[CH:5][CH:4]=[CH:3][CH:2]=1.F[P-](F)(F)(F)(F)F.FC(N(C)C)=[N+](C)C.C(N(CC)CC)C.O.[NH2:46][NH2:47]. (2) Given the product [F:30][C:31]1[CH:32]=[C:33]([CH2:38][O:39][C:40]2[CH:48]=[CH:47][C:46]([CH:49]=[O:50])=[CH:45][C:41]=2[C:42]([NH:29][C:26]2[CH:27]=[CH:28][N:23]=[N:24][CH:25]=2)=[O:43])[CH:34]=[CH:35][C:36]=1[F:37], predict the reactants needed to synthesize it. The reactants are: C(Cl)CCl.C1C=CC2N(O)N=NC=2C=1.C(N1CCOCC1)C.[N:23]1[CH:28]=[CH:27][C:26]([NH2:29])=[CH:25][N:24]=1.[F:30][C:31]1[CH:32]=[C:33]([CH2:38][O:39][C:40]2[CH:48]=[CH:47][C:46]([CH:49]=[O:50])=[CH:45][C:41]=2[C:42](O)=[O:43])[CH:34]=[CH:35][C:36]=1[F:37]. (3) Given the product [CH3:1][S:2]([C:5]1[CH:10]=[C:9]([CH:8]=[C:7]([N:14]2[CH2:19][CH2:18][O:17][CH2:16][CH2:15]2)[CH:6]=1)[NH2:11])(=[O:3])=[O:4], predict the reactants needed to synthesize it. The reactants are: [CH3:1][S:2]([C:5]1[CH:6]=[C:7]([N:14]2[CH2:19][CH2:18][O:17][CH2:16][CH2:15]2)[CH:8]=[C:9]([N+:11]([O-])=O)[CH:10]=1)(=[O:4])=[O:3]. (4) Given the product [O:1]1[C:5]2[CH:6]=[CH:7][C:8]([CH2:10][CH2:11][NH:31][CH2:30][CH2:29][N:25]3[CH2:26][CH2:27][CH2:28][CH:24]3[C:22]3[CH:21]=[C:20]([CH3:32])[N:19]=[C:18]([N:13]4[CH:17]=[CH:16][N:15]=[CH:14]4)[N:23]=3)=[CH:9][C:4]=2[O:3][CH2:2]1, predict the reactants needed to synthesize it. The reactants are: [O:1]1[C:5]2[CH:6]=[CH:7][C:8]([CH2:10][CH:11]=O)=[CH:9][C:4]=2[O:3][CH2:2]1.[N:13]1([C:18]2[N:23]=[C:22]([CH:24]3[CH2:28][CH2:27][CH2:26][N:25]3[CH2:29][CH2:30][NH2:31])[CH:21]=[C:20]([CH3:32])[N:19]=2)[CH:17]=[CH:16][N:15]=[CH:14]1.